This data is from Peptide-MHC class I binding affinity with 185,985 pairs from IEDB/IMGT. The task is: Regression. Given a peptide amino acid sequence and an MHC pseudo amino acid sequence, predict their binding affinity value. This is MHC class I binding data. (1) The MHC is HLA-A11:01 with pseudo-sequence HLA-A11:01. The peptide sequence is ITTESIVIW. The binding affinity (normalized) is 0.0678. (2) The binding affinity (normalized) is 1.00. The MHC is HLA-A02:02 with pseudo-sequence HLA-A02:02. The peptide sequence is TLNTLITLI.